The task is: Regression. Given a peptide amino acid sequence and an MHC pseudo amino acid sequence, predict their binding affinity value. This is MHC class I binding data.. This data is from Peptide-MHC class I binding affinity with 185,985 pairs from IEDB/IMGT. (1) The peptide sequence is MVFGRFSFA. The MHC is HLA-B40:01 with pseudo-sequence HLA-B40:01. The binding affinity (normalized) is 0.213. (2) The peptide sequence is DTLKVGNTY. The MHC is HLA-A01:01 with pseudo-sequence HLA-A01:01. The binding affinity (normalized) is 0.0847. (3) The peptide sequence is AIISSEATTPV. The MHC is Mamu-A02 with pseudo-sequence Mamu-A02. The binding affinity (normalized) is 0.398. (4) The peptide sequence is GEGSGARLL. The MHC is HLA-A02:06 with pseudo-sequence HLA-A02:06. The binding affinity (normalized) is 0.350. (5) The peptide sequence is IGRGKNHAR. The MHC is HLA-B58:01 with pseudo-sequence HLA-B58:01. The binding affinity (normalized) is 0.0847. (6) The peptide sequence is PSEDEQQGH. The MHC is HLA-A31:01 with pseudo-sequence HLA-A31:01. The binding affinity (normalized) is 0.0847. (7) The peptide sequence is SMDVLAEKKY. The MHC is HLA-A31:01 with pseudo-sequence HLA-A31:01. The binding affinity (normalized) is 0.0992.